This data is from Reaction yield outcomes from USPTO patents with 853,638 reactions. The task is: Predict the reaction yield, written as a fraction of the theoretical maximum amount of product (1.0 means a 100% yield; for example, 0.34 means a 34% yield). (1) The reactants are C(N(CC)CC)C.[NH:8]1[CH:12]=[C:11]([CH:13]=[O:14])[N:10]=[CH:9]1.[C:15]1([C:21](Cl)([C:28]2[CH:33]=[CH:32][CH:31]=[CH:30][CH:29]=2)[C:22]2[CH:27]=[CH:26][CH:25]=[CH:24][CH:23]=2)[CH:20]=[CH:19][CH:18]=[CH:17][CH:16]=1. The catalyst is CN(C)C=O. The product is [C:21]([N:8]1[CH:12]=[C:11]([CH:13]=[O:14])[N:10]=[CH:9]1)([C:15]1[CH:20]=[CH:19][CH:18]=[CH:17][CH:16]=1)([C:28]1[CH:29]=[CH:30][CH:31]=[CH:32][CH:33]=1)[C:22]1[CH:23]=[CH:24][CH:25]=[CH:26][CH:27]=1. The yield is 0.670. (2) The reactants are [Cl:1][C:2]1[CH:21]=[C:20]([Cl:22])[CH:19]=[CH:18][C:3]=1[CH2:4][N:5]1[C:9]([C:10](OC)=[O:11])=[CH:8][C:7]([O:14][CH2:15][O:16][CH3:17])=[N:6]1.[H-].C([Al+]CC(C)C)C(C)C.C(O)C.[Cl-].[NH4+]. The catalyst is O1CCCC1.C1(C)C=CC=CC=1. The product is [Cl:1][C:2]1[CH:21]=[C:20]([Cl:22])[CH:19]=[CH:18][C:3]=1[CH2:4][N:5]1[C:9]([CH2:10][OH:11])=[CH:8][C:7]([O:14][CH2:15][O:16][CH3:17])=[N:6]1. The yield is 0.920.